Dataset: Forward reaction prediction with 1.9M reactions from USPTO patents (1976-2016). Task: Predict the product of the given reaction. (1) Given the reactants [H-].[Na+].[O:3]=[C:4]1[NH:8][C:7]2([CH2:12][CH2:11][CH2:10][CH2:9]2)[N:6]=[C:5]1[C:13]1[CH:20]=[CH:19][C:16]([C:17]#[N:18])=[CH:15][CH:14]=1.Br[CH2:22][C:23]([NH:25][C:26]1[CH:31]=[C:30]([F:32])[CH:29]=[C:28]([F:33])[CH:27]=1)=[O:24].C(=O)([O-])O.[Na+], predict the reaction product. The product is: [C:17]([C:16]1[CH:15]=[CH:14][C:13]([C:5]2[C:4](=[O:3])[N:8]([CH2:22][C:23]([NH:25][C:26]3[CH:27]=[C:28]([F:33])[CH:29]=[C:30]([F:32])[CH:31]=3)=[O:24])[C:7]3([CH2:9][CH2:10][CH2:11][CH2:12]3)[N:6]=2)=[CH:20][CH:19]=1)#[N:18]. (2) Given the reactants [NH2:1][C:2]1[S:6][C:5]([NH:7][C:8]2[CH:17]=[CH:16][C:15]3[C:10](=[CH:11][CH:12]=[CH:13][CH:14]=3)[CH:9]=2)=[N:4][C:3]=1[C:18]([NH2:20])=[O:19].C(N(CC)C(C)C)(C)C.Cl[CH2:31][C:32]1[CH:40]=[CH:39][C:35]([C:36](Cl)=[O:37])=[CH:34][CH:33]=1.[C:41]([N:48]1[CH2:53][CH2:52][NH:51][CH2:50][CH2:49]1)([O:43][C:44]([CH3:47])([CH3:46])[CH3:45])=[O:42], predict the reaction product. The product is: [C:18]([C:3]1[N:4]=[C:5]([NH:7][C:8]2[CH:17]=[CH:16][C:15]3[C:10](=[CH:11][CH:12]=[CH:13][CH:14]=3)[CH:9]=2)[S:6][C:2]=1[NH:1][C:36]([C:35]1[CH:39]=[CH:40][C:32]([CH2:31][N:51]2[CH2:50][CH2:49][N:48]([C:41]([O:43][C:44]([CH3:47])([CH3:46])[CH3:45])=[O:42])[CH2:53][CH2:52]2)=[CH:33][CH:34]=1)=[O:37])(=[O:19])[NH2:20].